Dataset: Catalyst prediction with 721,799 reactions and 888 catalyst types from USPTO. Task: Predict which catalyst facilitates the given reaction. Reactant: C(=O)([O-])[O-].[Cs+].[Cs+].[CH3:7][C:8]1[CH:13]=[CH:12][C:11]([C:14]2[O:18][N:17]=[C:16]([CH3:19])[N:15]=2)=[CH:10][C:9]=1[OH:20].[CH2:21]([O:23][C:24]([C:26]1[C:27]2[S:35][CH:34]=[C:33]([CH2:36]Br)[C:28]=2[C:29]([Cl:32])=[N:30][CH:31]=1)=[O:25])[CH3:22]. Product: [CH2:21]([O:23][C:24]([C:26]1[C:27]2[S:35][CH:34]=[C:33]([CH2:36][O:20][C:9]3[CH:10]=[C:11]([C:14]4[O:18][N:17]=[C:16]([CH3:19])[N:15]=4)[CH:12]=[CH:13][C:8]=3[CH3:7])[C:28]=2[C:29]([Cl:32])=[N:30][CH:31]=1)=[O:25])[CH3:22]. The catalyst class is: 213.